Dataset: Reaction yield outcomes from USPTO patents with 853,638 reactions. Task: Predict the reaction yield, written as a fraction of the theoretical maximum amount of product (1.0 means a 100% yield; for example, 0.34 means a 34% yield). (1) The reactants are [CH2:1]([C:3]1([C:9]([OH:11])=[O:10])[CH2:8][CH2:7][NH:6][CH2:5][CH2:4]1)[CH3:2].[C:12]([CH:16]1[CH2:21][CH2:20][CH:19]([O:22][C:23]2[CH:24]=[C:25]3[C:30](=[CH:31][CH:32]=2)[CH:29]=[C:28]([CH:33]=O)[CH:27]=[CH:26]3)[CH2:18][CH2:17]1)([CH3:15])([CH3:14])[CH3:13].C(O)(=O)C.CO.C([BH3-])#N.[Na+]. No catalyst specified. The product is [C:12]([CH:16]1[CH2:21][CH2:20][CH:19]([O:22][C:23]2[CH:24]=[C:25]3[C:30](=[CH:31][CH:32]=2)[CH:29]=[C:28]([CH2:33][N:6]2[CH2:5][CH2:4][C:3]([CH2:1][CH3:2])([C:9]([OH:11])=[O:10])[CH2:8][CH2:7]2)[CH:27]=[CH:26]3)[CH2:18][CH2:17]1)([CH3:15])([CH3:14])[CH3:13]. The yield is 0.0200. (2) The reactants are [NH2:1][C:2]1[CH:7]=[CH:6][CH:5]=[C:4]([CH3:8])[N:3]=1.[C:9](O[C:9]([O:11][C:12]([CH3:15])([CH3:14])[CH3:13])=[O:10])([O:11][C:12]([CH3:15])([CH3:14])[CH3:13])=[O:10]. No catalyst specified. The product is [C:12]([O:11][C:9]([NH:1][C:2]1[CH:7]=[CH:6][CH:5]=[C:4]([CH3:8])[N:3]=1)=[O:10])([CH3:15])([CH3:14])[CH3:13]. The yield is 1.00. (3) The reactants are [CH2:1]([N:3]1[C:11]2[C:6](=[CH:7][C:8]([N+:16]([O-:18])=[O:17])=[C:9]([NH:12]C(=O)C)[CH:10]=2)[C:5]([CH3:20])([CH3:19])[C:4]1=[O:21])[CH3:2].Cl. The catalyst is C(O)C. The product is [NH2:12][C:9]1[CH:10]=[C:11]2[C:6]([C:5]([CH3:19])([CH3:20])[C:4](=[O:21])[N:3]2[CH2:1][CH3:2])=[CH:7][C:8]=1[N+:16]([O-:18])=[O:17]. The yield is 0.930. (4) The reactants are [F-].C([N+](CCCC)(CCCC)CCCC)CCC.[N:19]1[CH:24]=[C:23]([C:25]2[CH:32]=[CH:31][CH:30]=[CH:29][C:26]=2[CH:27]=[O:28])[CH:22]=[N:21][CH:20]=1.[F:33][C:34]([Si](C)(C)C)([F:36])[F:35].Cl. The catalyst is C1COCC1. The product is [F:33][C:34]([F:36])([F:35])[CH:27]([C:26]1[CH:29]=[CH:30][CH:31]=[CH:32][C:25]=1[C:23]1[CH:24]=[N:19][CH:20]=[N:21][CH:22]=1)[OH:28]. The yield is 0.840. (5) The reactants are [CH2:1]([O:8][C:9]1[CH:10]=[CH:11][C:12]([CH2:15][C:16]([NH:18][OH:19])=N)=[N:13][CH:14]=1)[C:2]1[CH:7]=[CH:6][CH:5]=[CH:4][CH:3]=1.Cl.N([O-])=O.[Na+].C(=O)([O-])O.[Na+].[C:30]([C:32]1[C:33]([NH2:39])=[N:34][C:35]([NH2:38])=[CH:36][CH:37]=1)#[CH:31].C(N(CC)CC)C. The catalyst is O.O1CCCC1. The product is [CH2:1]([O:8][C:9]1[CH:10]=[CH:11][C:12]([CH2:15][C:16]2[CH:31]=[C:30]([C:32]3[C:33]([NH2:39])=[N:34][C:35]([NH2:38])=[CH:36][CH:37]=3)[O:19][N:18]=2)=[N:13][CH:14]=1)[C:2]1[CH:7]=[CH:6][CH:5]=[CH:4][CH:3]=1. The yield is 0.0400. (6) The reactants are BrC1C2SC(C3C=NN(C)C=3)=NC=2C(Cl)=CN=1.[OH-:18].[Na+].OO.[Cl:22][C:23]1[C:24]2[N:33]=[C:32]([C:34]3[CH:35]=[N:36][N:37]([CH3:39])[CH:38]=3)[S:31][C:25]=2[C:26]([C:29]#[N:30])=[N:27][CH:28]=1. The catalyst is CN(C=O)C.CO.O.[C-]#N.[C-]#N.[Zn+2].C1C=CC([P]([Pd]([P](C2C=CC=CC=2)(C2C=CC=CC=2)C2C=CC=CC=2)([P](C2C=CC=CC=2)(C2C=CC=CC=2)C2C=CC=CC=2)[P](C2C=CC=CC=2)(C2C=CC=CC=2)C2C=CC=CC=2)(C2C=CC=CC=2)C2C=CC=CC=2)=CC=1. The product is [Cl:22][C:23]1[C:24]2[N:33]=[C:32]([C:34]3[CH:35]=[N:36][N:37]([CH3:39])[CH:38]=3)[S:31][C:25]=2[C:26]([C:29]([NH2:30])=[O:18])=[N:27][CH:28]=1. The yield is 0.840. (7) The product is [N+:10]([C:4]1[CH:3]=[C:2]([CH:13]=[CH:14][CH3:15])[CH:9]=[CH:8][C:5]=1[CH:6]=[O:7])([O-:12])=[O:11]. The catalyst is O1CCCC1.C([O-])(=O)C.[Pd+2].C([O-])(=O)C.C1(P(C2CCCCC2)C2C=CC=CC=2C2C(OC)=CC=CC=2OC)CCCCC1. The yield is 0.958. The reactants are Cl[C:2]1[CH:9]=[CH:8][C:5]([CH:6]=[O:7])=[C:4]([N+:10]([O-:12])=[O:11])[CH:3]=1.[CH:13](/B(O)O)=[CH:14]\[CH3:15].O.P([O-])([O-])([O-])=O.[K+].[K+].[K+].O. (8) The reactants are CS(Cl)(=O)=[O:3].[CH3:6][C:7]1[CH:8]=[C:9]([NH:13][C:14]2[S:15][C:16]([CH2:25]CCO)=[C:17]([C:19]3[CH:24]=[CH:23][N:22]=[CH:21][CH:20]=3)[N:18]=2)[CH:10]=[CH:11][CH:12]=1.[CH3:29][CH2:30][N:31]([CH:35]([CH3:37])C)[CH:32](C)[CH3:33]. The yield is 0.700. The catalyst is C(Cl)Cl. The product is [CH3:6][C:7]1[CH:8]=[C:9]([NH:13][C:14]2[S:15][C:16]([CH2:25][CH2:29][CH2:30][N:31]3[CH2:35][CH2:37][O:3][CH2:33][CH2:32]3)=[C:17]([C:19]3[CH:20]=[CH:21][N:22]=[CH:23][CH:24]=3)[N:18]=2)[CH:10]=[CH:11][CH:12]=1.